This data is from Catalyst prediction with 721,799 reactions and 888 catalyst types from USPTO. The task is: Predict which catalyst facilitates the given reaction. (1) Reactant: [F:1][C:2]1[CH:7]=[CH:6][C:5]([N:8]2[C:12]3[CH:13]=[C:14]4[C@:19]([C:21](=[O:28])[C:22]5[CH:27]=[CH:26][CH:25]=[CH:24][N:23]=5)([CH2:20][C:11]=3[CH:10]=[N:9]2)[CH2:18][N:17](C(OC(C)(C)C)=O)[CH2:16][CH2:15]4)=[CH:4][CH:3]=1. Product: [F:1][C:2]1[CH:7]=[CH:6][C:5]([N:8]2[C:12]3[CH:13]=[C:14]4[C@:19]([C:21]([C:22]5[CH:27]=[CH:26][CH:25]=[CH:24][N:23]=5)=[O:28])([CH2:20][C:11]=3[CH:10]=[N:9]2)[CH2:18][NH:17][CH2:16][CH2:15]4)=[CH:4][CH:3]=1. The catalyst class is: 89. (2) Reactant: [Cl:1][C:2]1[CH:20]=[CH:19][C:5]2[CH:6](Cl)[C:7]3[CH:17]=[CH:16][CH:15]=[CH:14][C:8]=3[N:9]([CH3:13])[S:10](=[O:12])(=[O:11])[C:4]=2[CH:3]=1.[CH2:21]([CH2:23][NH2:24])[OH:22]. Product: [Cl:1][C:2]1[CH:20]=[CH:19][C:5]2[CH:6]([NH:24][CH2:23][CH2:21][OH:22])[C:7]3[CH:17]=[CH:16][CH:15]=[CH:14][C:8]=3[N:9]([CH3:13])[S:10](=[O:12])(=[O:11])[C:4]=2[CH:3]=1. The catalyst class is: 8. (3) The catalyst class is: 18. Product: [OH:34][C:29]1[CH:30]=[CH:31][CH:32]=[CH:33][C:28]=1[NH:27][CH:24]1[CH2:25][CH2:26][N:21]([CH2:2][C:3]([NH:5][C:6]2[CH:7]=[CH:8][C:9]3[C:10](=[O:19])[C:11]4[C:16]([C:17]=3[CH:18]=2)=[CH:15][CH:14]=[CH:13][CH:12]=4)=[O:4])[CH2:22][CH2:23]1. Reactant: Cl[CH2:2][C:3]([NH:5][C:6]1[CH:7]=[CH:8][C:9]2[C:10](=[O:19])[C:11]3[C:16]([C:17]=2[CH:18]=1)=[CH:15][CH:14]=[CH:13][CH:12]=3)=[O:4].Cl.[NH:21]1[CH2:26][CH2:25][CH:24]([NH:27][C:28]2[CH:33]=[CH:32][CH:31]=[CH:30][C:29]=2[OH:34])[CH2:23][CH2:22]1.C([O-])([O-])=O.[K+].[K+].Cl.